The task is: Regression. Given two drug SMILES strings and cell line genomic features, predict the synergy score measuring deviation from expected non-interaction effect.. This data is from NCI-60 drug combinations with 297,098 pairs across 59 cell lines. (1) Drug 1: CC1=CC=C(C=C1)C2=CC(=NN2C3=CC=C(C=C3)S(=O)(=O)N)C(F)(F)F. Drug 2: C1CNP(=O)(OC1)N(CCCl)CCCl. Cell line: M14. Synergy scores: CSS=-4.49, Synergy_ZIP=-0.774, Synergy_Bliss=-3.62, Synergy_Loewe=-5.57, Synergy_HSA=-4.52. (2) Drug 1: CCC1(CC2CC(C3=C(CCN(C2)C1)C4=CC=CC=C4N3)(C5=C(C=C6C(=C5)C78CCN9C7C(C=CC9)(C(C(C8N6C)(C(=O)OC)O)OC(=O)C)CC)OC)C(=O)OC)O. Drug 2: B(C(CC(C)C)NC(=O)C(CC1=CC=CC=C1)NC(=O)C2=NC=CN=C2)(O)O. Cell line: OVCAR3. Synergy scores: CSS=69.1, Synergy_ZIP=1.59, Synergy_Bliss=-0.0573, Synergy_Loewe=-3.19, Synergy_HSA=0.966. (3) Drug 1: CS(=O)(=O)OCCCCOS(=O)(=O)C. Drug 2: CC12CCC3C(C1CCC2OP(=O)(O)O)CCC4=C3C=CC(=C4)OC(=O)N(CCCl)CCCl.[Na+]. Cell line: SK-MEL-5. Synergy scores: CSS=10.9, Synergy_ZIP=-3.16, Synergy_Bliss=1.55, Synergy_Loewe=-13.2, Synergy_HSA=2.22. (4) Drug 1: CC1=C(N=C(N=C1N)C(CC(=O)N)NCC(C(=O)N)N)C(=O)NC(C(C2=CN=CN2)OC3C(C(C(C(O3)CO)O)O)OC4C(C(C(C(O4)CO)O)OC(=O)N)O)C(=O)NC(C)C(C(C)C(=O)NC(C(C)O)C(=O)NCCC5=NC(=CS5)C6=NC(=CS6)C(=O)NCCC[S+](C)C)O. Drug 2: CC1C(C(CC(O1)OC2CC(CC3=C2C(=C4C(=C3O)C(=O)C5=CC=CC=C5C4=O)O)(C(=O)C)O)N)O. Cell line: MDA-MB-231. Synergy scores: CSS=41.1, Synergy_ZIP=-9.31, Synergy_Bliss=-12.2, Synergy_Loewe=-9.20, Synergy_HSA=-6.75. (5) Drug 1: C1=NC2=C(N1)C(=S)N=CN2. Drug 2: CCCCCOC(=O)NC1=NC(=O)N(C=C1F)C2C(C(C(O2)C)O)O. Cell line: SN12C. Synergy scores: CSS=4.72, Synergy_ZIP=0.446, Synergy_Bliss=-4.43, Synergy_Loewe=-10.7, Synergy_HSA=-2.90. (6) Drug 1: CC1C(C(CC(O1)OC2CC(CC3=C2C(=C4C(=C3O)C(=O)C5=C(C4=O)C(=CC=C5)OC)O)(C(=O)CO)O)N)O.Cl. Drug 2: CCC1(C2=C(COC1=O)C(=O)N3CC4=CC5=C(C=CC(=C5CN(C)C)O)N=C4C3=C2)O.Cl. Cell line: NCI-H460. Synergy scores: CSS=43.5, Synergy_ZIP=5.02, Synergy_Bliss=6.79, Synergy_Loewe=-35.0, Synergy_HSA=2.81.